From a dataset of NCI-60 drug combinations with 297,098 pairs across 59 cell lines. Regression. Given two drug SMILES strings and cell line genomic features, predict the synergy score measuring deviation from expected non-interaction effect. Drug 1: CC(C)(C#N)C1=CC(=CC(=C1)CN2C=NC=N2)C(C)(C)C#N. Drug 2: COC1=C2C(=CC3=C1OC=C3)C=CC(=O)O2. Cell line: OVCAR-4. Synergy scores: CSS=-1.07, Synergy_ZIP=0.835, Synergy_Bliss=0.0152, Synergy_Loewe=-2.44, Synergy_HSA=-2.78.